This data is from Catalyst prediction with 721,799 reactions and 888 catalyst types from USPTO. The task is: Predict which catalyst facilitates the given reaction. Reactant: N(C(OCC)=O)=NC(OCC)=O.[C:13]([O:17][C:18]([NH:20][C:21]1([CH2:29][CH2:30][CH2:31][C:32]2[CH:37]=[CH:36][C:35]([O:38][C:39]3[CH:44]=[CH:43][CH:42]=[C:41]([OH:45])[CH:40]=3)=[CH:34][C:33]=2[Cl:46])[CH2:26][O:25][C:24]([CH3:28])([CH3:27])[O:23][CH2:22]1)=[O:19])([CH3:16])([CH3:15])[CH3:14].[Cl:47][C:48]1[CH:49]=[C:50]([CH:53]=[C:54]([Cl:56])[CH:55]=1)[CH2:51]O.C1(P(C2C=CC=CC=2)C2C=CC=CC=2)C=CC=CC=1. Product: [C:13]([O:17][C:18]([NH:20][C:21]1([CH2:29][CH2:30][CH2:31][C:32]2[CH:37]=[CH:36][C:35]([O:38][C:39]3[CH:44]=[CH:43][CH:42]=[C:41]([O:45][CH2:51][C:50]4[CH:49]=[C:48]([Cl:47])[CH:55]=[C:54]([Cl:56])[CH:53]=4)[CH:40]=3)=[CH:34][C:33]=2[Cl:46])[CH2:22][O:23][C:24]([CH3:28])([CH3:27])[O:25][CH2:26]1)=[O:19])([CH3:14])([CH3:15])[CH3:16]. The catalyst class is: 90.